From a dataset of Peptide-MHC class I binding affinity with 185,985 pairs from IEDB/IMGT. Regression. Given a peptide amino acid sequence and an MHC pseudo amino acid sequence, predict their binding affinity value. This is MHC class I binding data. (1) The peptide sequence is YIMKLHHLV. The MHC is HLA-A02:16 with pseudo-sequence HLA-A02:16. The binding affinity (normalized) is 1.00. (2) The peptide sequence is FYIQMCTEL. The MHC is H-2-Kd with pseudo-sequence H-2-Kd. The binding affinity (normalized) is 1.00. (3) The peptide sequence is YLCFLAFLL. The MHC is HLA-A02:03 with pseudo-sequence HLA-A02:03. The binding affinity (normalized) is 0.969. (4) The peptide sequence is KYQLKHIVW. The MHC is HLA-A24:02 with pseudo-sequence HLA-A24:02. The binding affinity (normalized) is 0.387. (5) The peptide sequence is MAAVRTTAL. The MHC is HLA-B83:01 with pseudo-sequence HLA-B83:01. The binding affinity (normalized) is 0.424. (6) The peptide sequence is FAYKTGSSM. The MHC is HLA-C07:01 with pseudo-sequence HLA-C07:01. The binding affinity (normalized) is 0.554.